This data is from Forward reaction prediction with 1.9M reactions from USPTO patents (1976-2016). The task is: Predict the product of the given reaction. (1) Given the reactants C(NC(C)C)(C)C.[Li]CCCC.[Br:13][C:14]1[CH:19]=[N:18][CH:17]=[CH:16][N:15]=1.[F:20][C:21]1[C:26]([F:27])=[CH:25][CH:24]=[CH:23][C:22]=1[C@H:28]([CH2:37][CH2:38][CH:39]=[CH2:40])/[CH:29]=[N:30]/[S@@:31]([C:33]([CH3:36])([CH3:35])[CH3:34])=[O:32], predict the reaction product. The product is: [Br:13][C:14]1[C:19]([C@@H:29]([NH:30][S@@:31]([C:33]([CH3:36])([CH3:35])[CH3:34])=[O:32])[C@H:28]([C:22]2[CH:23]=[CH:24][CH:25]=[C:26]([F:27])[C:21]=2[F:20])[CH2:37][CH2:38][CH:39]=[CH2:40])=[N:18][CH:17]=[CH:16][N:15]=1. (2) Given the reactants [CH2:1]([N:8]1[CH2:29][CH2:28][C:11]2([N:15]([CH2:16][CH2:17][C:18]3[CH:23]=[CH:22][C:21]([O:24][CH3:25])=[CH:20][CH:19]=3)[C:14](=[O:26])[NH:13][C:12]2=[O:27])[CH2:10][CH2:9]1)[C:2]1[CH:7]=[CH:6][CH:5]=[CH:4][CH:3]=1.[CH:30]1([CH2:33]Br)[CH2:32][CH2:31]1.[I-].[Na+].C(=O)([O-])[O-].[Cs+].[Cs+], predict the reaction product. The product is: [CH2:1]([N:8]1[CH2:9][CH2:10][C:11]2([N:15]([CH2:16][CH2:17][C:18]3[CH:19]=[CH:20][C:21]([O:24][CH3:25])=[CH:22][CH:23]=3)[C:14](=[O:26])[N:13]([CH2:33][CH:30]3[CH2:32][CH2:31]3)[C:12]2=[O:27])[CH2:28][CH2:29]1)[C:2]1[CH:7]=[CH:6][CH:5]=[CH:4][CH:3]=1. (3) Given the reactants [C:1]([N:9]1[C:14](=[O:15])[C:13]([I:16])=[CH:12][N:11]([CH2:17][CH2:18][CH:19]=O)[C:10]1=[O:21])(=[O:8])[C:2]1[CH:7]=[CH:6][CH:5]=[CH:4][CH:3]=1.[F:22][C:23]([F:37])([F:36])[C:24]1[CH:29]=[CH:28][C:27]([C@:30]23[CH2:35][C@H:34]2[CH2:33][NH:32][CH2:31]3)=[CH:26][CH:25]=1.CC(O)=O.[BH-](OC(C)=O)(OC(C)=O)OC(C)=O.[Na+], predict the reaction product. The product is: [C:1]([N:9]1[C:14](=[O:15])[C:13]([I:16])=[CH:12][N:11]([CH2:17][CH2:18][CH2:19][N:32]2[CH2:33][C@H:34]3[C@:30]([C:27]4[CH:26]=[CH:25][C:24]([C:23]([F:22])([F:37])[F:36])=[CH:29][CH:28]=4)([CH2:35]3)[CH2:31]2)[C:10]1=[O:21])(=[O:8])[C:2]1[CH:7]=[CH:6][CH:5]=[CH:4][CH:3]=1. (4) Given the reactants [O:1]1[C:5]2[CH:6]=[CH:7][CH:8]=[CH:9][C:4]=2[CH:3]=[C:2]1[C:10]1[N:19]=[C:18]([Cl:20])[C:17]2[C:12](=[CH:13][CH:14]=[CH:15][CH:16]=2)[N:11]=1.[N:21]1([CH2:27][CH2:28][CH2:29][NH2:30])[CH2:26][CH2:25][O:24][CH2:23][CH2:22]1, predict the reaction product. The product is: [ClH:20].[ClH:20].[O:1]1[C:5]2[CH:6]=[CH:7][CH:8]=[CH:9][C:4]=2[CH:3]=[C:2]1[C:10]1[N:19]=[C:18]([NH:30][CH2:29][CH2:28][CH2:27][N:21]2[CH2:26][CH2:25][O:24][CH2:23][CH2:22]2)[C:17]2[C:12](=[CH:13][CH:14]=[CH:15][CH:16]=2)[N:11]=1. (5) Given the reactants [CH3:1][O:2][C:3]([C:5]1([C:11]2[CH:16]=[C:15]([F:17])[CH:14]=[C:13]([O:18][CH2:19][C:20]3[CH:29]=[C:28]4[C:23]([C:24]([Cl:32])=[CH:25][C:26]([NH:30][NH2:31])=[N:27]4)=[CH:22][CH:21]=3)[CH:12]=2)[CH2:10][CH2:9][O:8][CH2:7][CH2:6]1)=[O:4].[CH:33](OCC)(OCC)OCC, predict the reaction product. The product is: [CH3:1][O:2][C:3]([C:5]1([C:11]2[CH:16]=[C:15]([F:17])[CH:14]=[C:13]([O:18][CH2:19][C:20]3[CH:29]=[C:28]4[C:23]([C:24]([Cl:32])=[CH:25][C:26]5[N:27]4[CH:33]=[N:31][N:30]=5)=[CH:22][CH:21]=3)[CH:12]=2)[CH2:6][CH2:7][O:8][CH2:9][CH2:10]1)=[O:4]. (6) Given the reactants [NH:1]1[C:5](=[O:6])[CH2:4][C@H:3]2[CH2:7][CH2:8][CH2:9][C@@H:2]12.F[C:11]1[CH:16]=[CH:15][C:14]([I:17])=[CH:13][N:12]=1.C([O-])([O-])=O.[Cs+].[Cs+], predict the reaction product. The product is: [I:17][C:14]1[CH:15]=[CH:16][C:11]([N:1]2[C:5](=[O:6])[CH2:4][C@H:3]3[CH2:7][CH2:8][CH2:9][C@@H:2]23)=[N:12][CH:13]=1.